This data is from Forward reaction prediction with 1.9M reactions from USPTO patents (1976-2016). The task is: Predict the product of the given reaction. (1) The product is: [OH:17][C@H:10]([C:11]1[CH:12]=[N:13][CH:14]=[CH:15][CH:16]=1)[CH2:9][NH:8][CH2:25][C@H:26]1[CH2:35][CH2:34][C:33]2[C:28](=[CH:29][CH:30]=[C:31]([C:36]3[CH:45]=[CH:44][CH:43]=[CH:42][C:37]=3[C:38]([O:40][CH3:41])=[O:39])[CH:32]=2)[O:27]1. Given the reactants C(OC([N:8]([CH2:25][C@H:26]1[CH2:35][CH2:34][C:33]2[C:28](=[CH:29][CH:30]=[C:31]([C:36]3[CH:45]=[CH:44][CH:43]=[CH:42][C:37]=3[C:38]([O:40][CH3:41])=[O:39])[CH:32]=2)[O:27]1)[CH2:9][C@H:10]([O:17][Si](C(C)(C)C)(C)C)[C:11]1[CH:12]=[N:13][CH:14]=[CH:15][CH:16]=1)=O)(C)(C)C.Cl, predict the reaction product. (2) The product is: [Br:1][C:2]1[CH:11]=[CH:10][C:5]([C:6]([OH:8])=[O:7])=[CH:4][C:3]=1[O:12][CH3:13]. Given the reactants [Br:1][C:2]1[CH:11]=[CH:10][C:5]([C:6]([O:8]C)=[O:7])=[CH:4][C:3]=1[O:12][CH3:13].[OH-].[Li+], predict the reaction product.